Dataset: Full USPTO retrosynthesis dataset with 1.9M reactions from patents (1976-2016). Task: Predict the reactants needed to synthesize the given product. Given the product [Cl:1][C:2]1[CH:7]=[CH:6][C:5]([C:8]2[N:9]=[C:10]([NH:23][C:45]([C:42]3[N:43]=[CH:44][C:39]([N:36]4[CH2:37][CH2:38][CH:33]([C:31]([O:30][CH2:28][CH3:29])=[O:32])[CH2:34][CH2:35]4)=[N:40][CH:41]=3)=[O:46])[S:11][C:12]=2[CH2:13][N:14]2[CH2:19][CH2:18][CH2:17][C:16]([O:21][CH3:22])([CH3:20])[CH2:15]2)=[CH:4][C:3]=1[C:24]([F:25])([F:26])[F:27], predict the reactants needed to synthesize it. The reactants are: [Cl:1][C:2]1[CH:7]=[CH:6][C:5]([C:8]2[N:9]=[C:10]([NH2:23])[S:11][C:12]=2[CH2:13][N:14]2[CH2:19][CH2:18][CH2:17][C:16]([O:21][CH3:22])([CH3:20])[CH2:15]2)=[CH:4][C:3]=1[C:24]([F:27])([F:26])[F:25].[CH2:28]([O:30][C:31]([CH:33]1[CH2:38][CH2:37][N:36]([C:39]2[N:40]=[CH:41][C:42]([C:45](O)=[O:46])=[N:43][CH:44]=2)[CH2:35][CH2:34]1)=[O:32])[CH3:29].F[P-](F)(F)(F)(F)F.C(/C(=N/OC(N1CCOCC1)=[N+](C)C)/C(OCC)=O)#N.C(N(C(C)C)CC)(C)C.